This data is from Peptide-MHC class I binding affinity with 185,985 pairs from IEDB/IMGT. The task is: Regression. Given a peptide amino acid sequence and an MHC pseudo amino acid sequence, predict their binding affinity value. This is MHC class I binding data. (1) The peptide sequence is SLVAIHLAC. The MHC is HLA-A26:01 with pseudo-sequence HLA-A26:01. The binding affinity (normalized) is 0.0847. (2) The peptide sequence is YEAYVRYPEEF. The MHC is Mamu-A11 with pseudo-sequence Mamu-A11. The binding affinity (normalized) is 0.413. (3) The peptide sequence is SHAAIGAYL. The MHC is HLA-B15:01 with pseudo-sequence HLA-B15:01. The binding affinity (normalized) is 0.0847. (4) The peptide sequence is ASLGPLRETY. The MHC is HLA-A23:01 with pseudo-sequence HLA-A23:01. The binding affinity (normalized) is 0.